This data is from Forward reaction prediction with 1.9M reactions from USPTO patents (1976-2016). The task is: Predict the product of the given reaction. (1) Given the reactants Br[C:2]1[CH:7]=[C:6]([CH2:8][CH3:9])[C:5]([N+:10]([O-:12])=[O:11])=[CH:4][N:3]=1.[CH3:13][S:14]([O-:16])=[O:15].[Na+], predict the reaction product. The product is: [CH2:8]([C:6]1[C:5]([N+:10]([O-:12])=[O:11])=[CH:4][N:3]=[C:2]([S:14]([CH3:13])(=[O:16])=[O:15])[CH:7]=1)[CH3:9]. (2) Given the reactants [C:1]1([C:36]2[CH:41]=[CH:40][CH:39]=[CH:38][CH:37]=2)[CH:6]=[CH:5][C:4]([C:7]([N:9]2[CH2:14][CH2:13][N:12]([C:15]3[C:16]4[CH:33]=[C:32]([CH2:34][CH3:35])[S:31][C:17]=4[N:18]=[C:19]([NH:21][C:22]([NH:24][CH2:25][C:26]([O:28]CC)=[O:27])=[O:23])[N:20]=3)[CH2:11][CH2:10]2)=[O:8])=[CH:3][CH:2]=1.O.[OH-].[Li+].C(=O)(O)[O-].[Na+], predict the reaction product. The product is: [C:1]1([C:36]2[CH:37]=[CH:38][CH:39]=[CH:40][CH:41]=2)[CH:2]=[CH:3][C:4]([C:7]([N:9]2[CH2:10][CH2:11][N:12]([C:15]3[C:16]4[CH:33]=[C:32]([CH2:34][CH3:35])[S:31][C:17]=4[N:18]=[C:19]([NH:21][C:22]([NH:24][CH2:25][C:26]([OH:28])=[O:27])=[O:23])[N:20]=3)[CH2:13][CH2:14]2)=[O:8])=[CH:5][CH:6]=1. (3) The product is: [CH2:1]([O:3][C:4](=[O:16])[CH2:5][N:6]1[C:14]2[C:9](=[CH:10][C:11]([O:15][CH2:30][CH2:29][CH2:28][C:27]#[C:26][C:23]3[CH:24]=[CH:25][C:20]([O:19][C:18]([F:17])([F:32])[F:33])=[CH:21][CH:22]=3)=[CH:12][CH:13]=2)[CH:8]=[CH:7]1)[CH3:2]. Given the reactants [CH2:1]([O:3][C:4](=[O:16])[CH2:5][N:6]1[C:14]2[C:9](=[CH:10][C:11]([OH:15])=[CH:12][CH:13]=2)[CH:8]=[CH:7]1)[CH3:2].[F:17][C:18]([F:33])([F:32])[O:19][C:20]1[CH:25]=[CH:24][C:23]([C:26]#[C:27][CH2:28][CH2:29][CH2:30]O)=[CH:22][CH:21]=1.CN(C)C(N=NC(N(C)C)=O)=O.C(P(CCCC)CCCC)CCC, predict the reaction product. (4) Given the reactants [F:1][C:2]1[CH:7]=[CH:6][CH:5]=[C:4]([F:8])[C:3]=1[N:9]1[C:14]2[N:15]=[C:16]([S:29][CH3:30])[N:17]=C(C3C=C(C=CC=3C)C(O)=O)[C:13]=2[CH2:12][NH:11][C:10]1=[O:31].C1C=C(Cl)C=C(C(OO)=[O:40])C=1.CCOC(C)=O.CCCCCC.[CH2:55]([Cl:57])Cl, predict the reaction product. The product is: [Cl:57][C:55]1[N:17]=[C:16]([S:29]([CH3:30])=[O:40])[N:15]=[C:14]2[N:9]([C:3]3[C:2]([F:1])=[CH:7][CH:6]=[CH:5][C:4]=3[F:8])[C:10](=[O:31])[NH:11][CH2:12][C:13]=12. (5) Given the reactants [Br:1][C:2]1[NH:6][CH:5]=[C:4]([CH:7]=[O:8])[CH:3]=1.[H-].[Na+].[C:11]1([S:17](Cl)(=[O:19])=[O:18])[CH:16]=[CH:15][CH:14]=[CH:13][CH:12]=1, predict the reaction product. The product is: [Br:1][C:2]1[N:6]([S:17]([C:11]2[CH:16]=[CH:15][CH:14]=[CH:13][CH:12]=2)(=[O:19])=[O:18])[CH:5]=[C:4]([CH:7]=[O:8])[CH:3]=1. (6) Given the reactants Cl[C:2]1[C:11]2[C:6](=[CH:7][CH:8]=[CH:9][CH:10]=2)[C:5]([O:12][CH3:13])=[C:4]([C:14]([O:16]CC)=[O:15])[N:3]=1.FC(F)(F)C([O-])=O.[Cl:26][C:27]1[C:31]([Cl:32])=[C:30]([CH3:33])[NH:29][C:28]=1[C:34]([NH:36][CH:37]1[CH2:42][CH2:41][NH2+:40][CH2:39][CH2:38]1)=[O:35].C([O-])([O-])=O.[K+].[K+], predict the reaction product. The product is: [Cl:26][C:27]1[C:31]([Cl:32])=[C:30]([CH3:33])[NH:29][C:28]=1[C:34]([NH:36][CH:37]1[CH2:42][CH2:41][N:40]([C:2]2[C:11]3[C:6](=[CH:7][CH:8]=[CH:9][CH:10]=3)[C:5]([O:12][CH3:13])=[C:4]([C:14]([OH:16])=[O:15])[N:3]=2)[CH2:39][CH2:38]1)=[O:35]. (7) Given the reactants [F:1][C:2]1[CH:7]=[CH:6][C:5]([C@@H:8]([OH:47])[CH2:9][CH2:10][C@H:11]2[C:14](=[O:15])[N:13]([C:16]3[CH:21]=[CH:20][CH:19]=[CH:18][CH:17]=3)[C@@H:12]2[C:22]2[CH:27]=[CH:26][C:25]([C:28]3[CH:33]=[CH:32][CH:31]=[C:30]([C@H:34]([OH:45])[C@H:35]4[O:41][CH:39]([OH:40])[C@H:38]([OH:42])[C@@H:37]([OH:43])[C@@H:36]4[OH:44])[CH:29]=3)=[CH:24][C:23]=2[OH:46])=[CH:4][CH:3]=1.[BH4-].[Na+], predict the reaction product. The product is: [F:1][C:2]1[CH:3]=[CH:4][C:5]([C@@H:8]([OH:47])[CH2:9][CH2:10][C@H:11]2[C:14](=[O:15])[N:13]([C:16]3[CH:17]=[CH:18][CH:19]=[CH:20][CH:21]=3)[C@@H:12]2[C:22]2[CH:27]=[CH:26][C:25]([C:28]3[CH:33]=[CH:32][CH:31]=[C:30]([C@H:34]([OH:45])[C@@H:35]([OH:41])[C@@H:36]([OH:44])[C@H:37]([OH:43])[C@@H:38]([OH:42])[CH2:39][OH:40])[CH:29]=3)=[CH:24][C:23]=2[OH:46])=[CH:6][CH:7]=1. (8) Given the reactants [Br:1][C:2]1[CH:10]=[CH:9][C:5]([C:6](O)=[O:7])=[CH:4][C:3]=1[Cl:11].[CH3:12][S:13]([NH2:16])(=[O:15])=[O:14].CCN=C=NCCCN(C)C.Cl, predict the reaction product. The product is: [Br:1][C:2]1[CH:10]=[CH:9][C:5]([C:6]([NH:16][S:13]([CH3:12])(=[O:15])=[O:14])=[O:7])=[CH:4][C:3]=1[Cl:11]. (9) Given the reactants [C:1]([C@H:5]1[CH2:10][CH2:9][C@H:8]([O:11][C:12]2[CH:13]=[C:14]3[C:19](=[CH:20][CH:21]=2)[CH:18]=[C:17]([C:22]([N:24]2[CH2:29][CH2:28][CH:27]([C:30]([O:32]C)=[O:31])[CH2:26][CH2:25]2)=[O:23])[CH:16]=[CH:15]3)[CH2:7][CH2:6]1)([CH3:4])([CH3:3])[CH3:2].[OH-].[Na+].O.Cl, predict the reaction product. The product is: [C:1]([C@H:5]1[CH2:10][CH2:9][C@H:8]([O:11][C:12]2[CH:13]=[C:14]3[C:19](=[CH:20][CH:21]=2)[CH:18]=[C:17]([C:22]([N:24]2[CH2:29][CH2:28][CH:27]([C:30]([OH:32])=[O:31])[CH2:26][CH2:25]2)=[O:23])[CH:16]=[CH:15]3)[CH2:7][CH2:6]1)([CH3:4])([CH3:2])[CH3:3].